The task is: Predict the product of the given reaction.. This data is from Forward reaction prediction with 1.9M reactions from USPTO patents (1976-2016). (1) Given the reactants [CH3:1][O:2][C:3]1[CH:8]=[CH:7][C:6]([S:9](Cl)(=[O:11])=[O:10])=[CH:5][CH:4]=1.[F:13][C:14]1[CH:19]=[C:18]([F:20])[CH:17]=[CH:16][C:15]=1[C:21]1[CH:26]=[CH:25][CH:24]=[CH:23][C:22]=1[CH:27]([NH2:29])[CH3:28].C(N(CC)CC)C.O, predict the reaction product. The product is: [F:13][C:14]1[CH:19]=[C:18]([F:20])[CH:17]=[CH:16][C:15]=1[C:21]1[CH:26]=[CH:25][CH:24]=[CH:23][C:22]=1[CH:27]([NH:29][S:9]([C:6]1[CH:7]=[CH:8][C:3]([O:2][CH3:1])=[CH:4][CH:5]=1)(=[O:11])=[O:10])[CH3:28]. (2) Given the reactants [CH3:1]C(C)([O-])C.[K+].O=[C:8]1[CH2:13][CH2:12][N:11]([C:14]([O:16][C:17]([CH3:20])([CH3:19])[CH3:18])=[O:15])[CH:10]([C:21]2[CH:26]=[CH:25][CH:24]=[CH:23][CH:22]=2)[CH2:9]1, predict the reaction product. The product is: [CH2:1]=[C:8]1[CH2:13][CH2:12][N:11]([C:14]([O:16][C:17]([CH3:20])([CH3:19])[CH3:18])=[O:15])[CH:10]([C:21]2[CH:26]=[CH:25][CH:24]=[CH:23][CH:22]=2)[CH2:9]1. (3) Given the reactants [F:1][C:2]1[CH:7]=[CH:6][C:5]([C:8]2[C:12]([C:13]([O:15]CC)=[O:14])=[CH:11][NH:10][N:9]=2)=[CH:4][CH:3]=1.[OH-].[Na+], predict the reaction product. The product is: [F:1][C:2]1[CH:3]=[CH:4][C:5]([C:8]2[C:12]([C:13]([OH:15])=[O:14])=[CH:11][NH:10][N:9]=2)=[CH:6][CH:7]=1.